Dataset: Peptide-MHC class II binding affinity with 134,281 pairs from IEDB. Task: Regression. Given a peptide amino acid sequence and an MHC pseudo amino acid sequence, predict their binding affinity value. This is MHC class II binding data. The peptide sequence is ALREKVLGLPAIKAW. The MHC is HLA-DQA10101-DQB10501 with pseudo-sequence HLA-DQA10101-DQB10501. The binding affinity (normalized) is 0.361.